From a dataset of Peptide-MHC class I binding affinity with 185,985 pairs from IEDB/IMGT. Regression. Given a peptide amino acid sequence and an MHC pseudo amino acid sequence, predict their binding affinity value. This is MHC class I binding data. (1) The peptide sequence is IRHNKDRKV. The MHC is HLA-B27:05 with pseudo-sequence HLA-B27:05. The binding affinity (normalized) is 0.0847. (2) The peptide sequence is AVINTTCNY. The MHC is HLA-A02:03 with pseudo-sequence HLA-A02:03. The binding affinity (normalized) is 0.0867. (3) The peptide sequence is QPRAPIRPI. The MHC is HLA-B18:01 with pseudo-sequence HLA-B18:01. The binding affinity (normalized) is 0. (4) The peptide sequence is IYTVIYYIF. The MHC is HLA-A11:01 with pseudo-sequence HLA-A11:01. The binding affinity (normalized) is 0.0847. (5) The peptide sequence is TPGRYRTAV. The MHC is HLA-B15:42 with pseudo-sequence HLA-B15:42. The binding affinity (normalized) is 0.213. (6) The binding affinity (normalized) is 0. The peptide sequence is QLLLQKYPP. The MHC is HLA-A02:01 with pseudo-sequence HLA-A02:01. (7) The peptide sequence is RLYQYSFAK. The MHC is HLA-C04:01 with pseudo-sequence HLA-C04:01. The binding affinity (normalized) is 0.213.